Dataset: Full USPTO retrosynthesis dataset with 1.9M reactions from patents (1976-2016). Task: Predict the reactants needed to synthesize the given product. (1) Given the product [ClH:21].[NH2:16][C:13]1[CH:12]=[CH:11][C:10]([O:9][CH2:8][CH2:7][CH2:6][CH2:5][CH2:4][C:3]([OH:20])=[O:2])=[CH:15][CH:14]=1, predict the reactants needed to synthesize it. The reactants are: C[O:2][C:3](=[O:20])[CH2:4][CH2:5][CH2:6][CH2:7][CH2:8][O:9][C:10]1[CH:15]=[CH:14][C:13]([NH:16]C(=O)C)=[CH:12][CH:11]=1.[ClH:21]. (2) Given the product [CH3:35][N:36]([CH3:37])[C:3]([C:2]([NH:7][C:8]([C:10]1[CH:34]=[CH:33][C:13]2[N:14]([CH3:32])[C:15]([NH:17][C:18]3[S:19][C:20]4[CH:26]=[C:25]([O:27][C:28]([F:29])([F:31])[F:30])[CH:24]=[CH:23][C:21]=4[N:22]=3)=[N:16][C:12]=2[CH:11]=1)=[O:9])([CH3:6])[CH3:1])=[O:5], predict the reactants needed to synthesize it. The reactants are: [CH3:1][C:2]([NH:7][C:8]([C:10]1[CH:34]=[CH:33][C:13]2[N:14]([CH3:32])[C:15]([NH:17][C:18]3[S:19][C:20]4[CH:26]=[C:25]([O:27][C:28]([F:31])([F:30])[F:29])[CH:24]=[CH:23][C:21]=4[N:22]=3)=[N:16][C:12]=2[CH:11]=1)=[O:9])([CH3:6])[C:3]([OH:5])=O.[CH3:35][NH:36][CH3:37].CN(C(ON1N=NC2C=CC=CC1=2)=[N+](C)C)C.F[P-](F)(F)(F)(F)F.CCN(C(C)C)C(C)C.